This data is from Full USPTO retrosynthesis dataset with 1.9M reactions from patents (1976-2016). The task is: Predict the reactants needed to synthesize the given product. Given the product [I:1][C:2]1[CH:3]=[C:4]([NH:5][S:16]([CH3:15])(=[O:18])=[O:17])[CH:6]=[C:7]([N:9]2[CH2:14][CH2:13][O:12][CH2:11][CH2:10]2)[CH:8]=1, predict the reactants needed to synthesize it. The reactants are: [I:1][C:2]1[CH:3]=[C:4]([CH:6]=[C:7]([N:9]2[CH2:14][CH2:13][O:12][CH2:11][CH2:10]2)[CH:8]=1)[NH2:5].[CH3:15][S:16](Cl)(=[O:18])=[O:17].